This data is from TCR-epitope binding with 47,182 pairs between 192 epitopes and 23,139 TCRs. The task is: Binary Classification. Given a T-cell receptor sequence (or CDR3 region) and an epitope sequence, predict whether binding occurs between them. (1) The epitope is RLRAEAQVK. The TCR CDR3 sequence is CASNEAGVDNEQFF. Result: 0 (the TCR does not bind to the epitope). (2) The epitope is TPRVTGGGAM. The TCR CDR3 sequence is CASSLAWGGFYNEQFF. Result: 1 (the TCR binds to the epitope). (3) The epitope is FVDGVPFVV. The TCR CDR3 sequence is CASSYWDRQYEQYF. Result: 1 (the TCR binds to the epitope). (4) The epitope is GILGFVFTL. The TCR CDR3 sequence is CASSPRGRLNEQFF. Result: 1 (the TCR binds to the epitope).